Task: Binary Classification. Given a miRNA mature sequence and a target amino acid sequence, predict their likelihood of interaction.. Dataset: Experimentally validated miRNA-target interactions with 360,000+ pairs, plus equal number of negative samples (1) The miRNA is hsa-miR-139-5p with sequence UCUACAGUGCACGUGUCUCCAGU. The protein sequence of the target gene is MRGSVECTWGWGHCAPSPLLLWTLLLFAAPFGLLGEKTRQVSLEVIPNWLGPLQNLLHIRAVGTNSTLHYVWSSLGPLAVVMVATNTPHSTLSVNWSLLLSPEPDGGLMVLPKDSIQFSSALVFTRLLEFDSTNVSDTAAKPLGRPYPPYSLADFSWNNITDSLDPATLSATFQGHPMNDPTRTFANGSLAFRVQAFSRSSRPAQPPRLLHTADTCQLEVALIGASPRGNRSLFGLEVATLGQGPDCPSMQEQHSIDDEYAPAVFQLDQLLWGSLPSGFAQWRPVAYSQKPGGRESALPC.... Result: 0 (no interaction). (2) The miRNA is hsa-miR-31-3p with sequence UGCUAUGCCAACAUAUUGCCAU. The protein sequence of the target gene is MGLLSQGSPLSWEETQRHADHVRRHGILQFLHIYHAVKDRHKDVLKWGDEVEYMLVSFDHENRKVQLLLNGGDVLETLQEKGERTNPNHPTLWRPEYGSYMIEGTPGQPYGGTMSEFNTVEDNMRKRRKEATSVLGEHQALCTITSFPRLGCPGFTLPEHRPNPEEGGASKSLFFPDEAINKHPRFGTLTRNIRHRRGEKVVINVPIFKDKNTPSPFVETFPEDEEASKASKPDHIYMDAMGFGMGNCCLQVTFQACSISEARYLYDQLATICPIVMALSAASPFYRGYVSDIDCRWGVI.... Result: 0 (no interaction). (3) The miRNA is hsa-miR-3622a-3p with sequence UCACCUGACCUCCCAUGCCUGU. The protein sequence of the target gene is MEGAKPTLQLVYQAVQALYHDPDPSGKERASFWLGELQRSVHAWEISDQLLQIRQDVESCYFAAQTMKMKIQTSFYELPTDSHASLRDSLLTHIQNLKDLSPVIVTQLALAIADLALQMPSWKGCVQTLVEKYSNDVTSLPFLLEILTVLPEEVHSRSLRIGANRRTEIIEDLAFYSSTVVSLLMTCVEKAGTDEKMLMKVFRCLGSWFNLGVLDSNFMANNKLLALLFEVLQQDKTSSNLHEAASDCVCSALYAIENVETNLPLAMQLFQGVLTLETAYHMAVAREDLDKVLNYCRIFT.... Result: 0 (no interaction). (4) The miRNA is hsa-miR-6124 with sequence GGGAAAAGGAAGGGGGAGGA. The protein sequence of the target gene is MARAAGARGPAGWCRRRGRCGRGTLLAFAAWTAGWVLAAALLLRAHPGVLSERCTDEKSRRILAALCQDYQGGTLAGDLCEDLCVAGELLFQRCLHYNRGKKVLQADWRGRPVVLKSKEEAFSSFPPLSLLEEEAGEGGQDMPEAELLLMVAGEVKSALGLELSNSSLGPWWPGRRGPRWRGQLASLWALLQQEEYVYFSLLQDLSPHVLPVLGSCGHFYAVEFLAAGSPHHRALFPLDRAPGAPGGGQAKAISDIALSFLDMVNHFDSDFSHRLHLCDIKPENFAIRSDFTVVAIDVDM.... Result: 1 (interaction). (5) The miRNA is hsa-miR-590-5p with sequence GAGCUUAUUCAUAAAAGUGCAG. The protein sequence of the target gene is MPKNKGKGGKNRRRGKNENESEKRELVFKEDGQEYAQVIKMLGNGRLEAMCFDGVKRLCHIRGKLRKKVWINTSDIILVGLRDYQDNKADVILKYNADEARSLKAYGELPEHAKINETDTFGPGDDDEIQFDDIGDDDEDIDDI. Result: 1 (interaction). (6) The miRNA is hsa-miR-3130-5p with sequence UACCCAGUCUCCGGUGCAGCC. The protein sequence of the target gene is MASLFHQLQILVWKNWLGVKRQPLWTLVLILWPVIIFIILAITRTKFPPTAKPTCYLAPRNLPSTGFFPFLQTLLCDTDSKCKDTPYGPQDLLRRKGIDDALFKDSEILRKSSNLDKDSSLSFQSTQVPERRHASLATVFPSPSSDLEIPGTYTFNGSQVLARILGLEKLLKQNSTSEDIRRELCDSYSGYIVDDAFSWTFLGRNVFNKFCLSNMTLLESSLQELNKQFSQLSSDPNNQKIVFQEIVRMLSFFSQVQEQKAVWQLLSSFPNVFQNDTSLSNLFDVLRKANSVLLVVQKVY.... Result: 1 (interaction).